This data is from Full USPTO retrosynthesis dataset with 1.9M reactions from patents (1976-2016). The task is: Predict the reactants needed to synthesize the given product. (1) Given the product [CH3:3][O:4][C:5]1[CH:6]=[C:7]([CH:10]=[CH:11][C:12]=1[O:13][CH3:14])[CH2:8][O:9][C:20]1[CH:21]=[CH:22][CH:23]=[C:16]([F:15])[C:17]=1[C:18]#[N:19], predict the reactants needed to synthesize it. The reactants are: [H-].[Na+].[CH3:3][O:4][C:5]1[CH:6]=[C:7]([CH:10]=[CH:11][C:12]=1[O:13][CH3:14])[CH2:8][OH:9].[F:15][C:16]1[CH:23]=[CH:22][CH:21]=[C:20](F)[C:17]=1[C:18]#[N:19]. (2) Given the product [CH:1]1([CH2:7][C@H:8]([N:12]2[CH2:20][C:19]3[C:14](=[CH:15][CH:16]=[CH:17][CH:18]=3)[C:13]2=[O:21])[C:9]([NH:46][C:47]2[S:48][CH:49]=[CH:50][N:51]=2)=[O:11])[CH2:6][CH2:5][CH2:4][CH2:3][CH2:2]1, predict the reactants needed to synthesize it. The reactants are: [CH:1]1([CH2:7][C@H:8]([N:12]2[CH2:20][C:19]3[C:14](=[CH:15][CH:16]=[CH:17][CH:18]=3)[C:13]2=[O:21])[C:9]([OH:11])=O)[CH2:6][CH2:5][CH2:4][CH2:3][CH2:2]1.F[P-](F)(F)(F)(F)F.N1(OC(N(C)C)=[N+](C)C)C2C=CC=CC=2N=N1.[NH2:46][C:47]1[S:48][CH:49]=[CH:50][N:51]=1.C(N(CC)C(C)C)(C)C. (3) Given the product [F:10][C:8]1[CH:7]=[CH:6][C:5]([S:11][C:12]([C:25]2[CH:30]=[CH:29][CH:28]=[CH:27][CH:26]=2)([C:13]2[CH:14]=[CH:15][CH:16]=[CH:17][CH:18]=2)[C:19]2[CH:24]=[CH:23][CH:22]=[CH:21][CH:20]=2)=[C:4]([CH:9]=1)[C:3]([OH:31])=[O:2], predict the reactants needed to synthesize it. The reactants are: C[O:2][C:3](=[O:31])[C:4]1[CH:9]=[C:8]([F:10])[CH:7]=[CH:6][C:5]=1[S:11][C:12]([C:25]1[CH:30]=[CH:29][CH:28]=[CH:27][CH:26]=1)([C:19]1[CH:24]=[CH:23][CH:22]=[CH:21][CH:20]=1)[C:13]1[CH:18]=[CH:17][CH:16]=[CH:15][CH:14]=1.[Li+].[OH-].Cl. (4) The reactants are: Br[C:2]1[CH:7]=[CH:6][C:5]([Br:8])=[CH:4][N:3]=1.[Na].[NH:10]1[CH:14]=[N:13][CH:12]=[N:11]1.C(OCC)(=O)C. Given the product [N:10]1([C:2]2[CH:7]=[CH:6][C:5]([Br:8])=[CH:4][N:3]=2)[CH:14]=[N:13][CH:12]=[N:11]1, predict the reactants needed to synthesize it. (5) Given the product [C:1]([C:5]1[CH:6]=[CH:7][C:8]([N:11]2[C@H:15]([C:16]3[CH:21]=[CH:20][C:19]([NH2:22])=[CH:18][CH:17]=3)[CH2:14][CH2:13][C@H:12]2[C:25]2[CH:30]=[CH:29][C:28]([NH2:31])=[CH:27][CH:26]=2)=[CH:9][CH:10]=1)([CH3:4])([CH3:2])[CH3:3], predict the reactants needed to synthesize it. The reactants are: [C:1]([C:5]1[CH:10]=[CH:9][C:8]([N:11]2[C@H:15]([C:16]3[CH:21]=[CH:20][C:19]([N+:22]([O-])=O)=[CH:18][CH:17]=3)[CH2:14][CH2:13][C@H:12]2[C:25]2[CH:30]=[CH:29][C:28]([N+:31]([O-])=O)=[CH:27][CH:26]=2)=[CH:7][CH:6]=1)([CH3:4])([CH3:3])[CH3:2]. (6) The reactants are: [Br:1][C:2]1[CH:7]=[C:6]([CH3:8])[C:5]([N:9]2[C:13]3[N:14]=[C:15]([CH3:19])[N:16]=[C:17](Cl)[C:12]=3[C:11]([CH3:20])=[C:10]2[CH3:21])=[C:4]([CH3:22])[CH:3]=1.[NH:23]1[CH2:28][CH2:27][CH:26]([CH2:29][CH2:30][C:31]#[N:32])[CH2:25][CH2:24]1.C(N(CC)C(C)C)(C)C. Given the product [Br:1][C:2]1[CH:7]=[C:6]([CH3:8])[C:5]([N:9]2[C:13]3[N:14]=[C:15]([CH3:19])[N:16]=[C:17]([N:23]4[CH2:28][CH2:27][CH:26]([CH2:29][CH2:30][C:31]#[N:32])[CH2:25][CH2:24]4)[C:12]=3[C:11]([CH3:20])=[C:10]2[CH3:21])=[C:4]([CH3:22])[CH:3]=1, predict the reactants needed to synthesize it. (7) Given the product [ClH:39].[S:5]1[CH:9]=[CH:8][C:7]2[C:10]([N:14]3[CH2:19][CH2:18][N:17]([CH2:20][CH2:21][CH2:22][O:23][C:24]4[C:33]5[C:28](=[CH:29][CH:30]=[CH:31][CH:32]=5)[N:27]=[C:26]([C:34]([OH:36])=[O:35])[CH:25]=4)[CH2:16][CH2:15]3)=[CH:11][CH:12]=[CH:13][C:6]1=2, predict the reactants needed to synthesize it. The reactants are: [OH-].[Li+].CO.[S:5]1[CH:9]=[CH:8][C:7]2[C:10]([N:14]3[CH2:19][CH2:18][N:17]([CH2:20][CH2:21][CH2:22][O:23][C:24]4[C:33]5[C:28](=[CH:29][CH:30]=[CH:31][CH:32]=5)[N:27]=[C:26]([C:34]([O:36]CC)=[O:35])[CH:25]=4)[CH2:16][CH2:15]3)=[CH:11][CH:12]=[CH:13][C:6]1=2.[ClH:39].